This data is from Full USPTO retrosynthesis dataset with 1.9M reactions from patents (1976-2016). The task is: Predict the reactants needed to synthesize the given product. (1) The reactants are: C([O:3][C:4]([C:6]1[S:10][C:9]([Cl:11])=[N:8][C:7]=1[C:12]1[CH:17]=[CH:16][CH:15]=[CH:14][CH:13]=1)=[O:5])C. Given the product [Cl:11][C:9]1[S:10][C:6]([C:4]([OH:5])=[O:3])=[C:7]([C:12]2[CH:17]=[CH:16][CH:15]=[CH:14][CH:13]=2)[N:8]=1, predict the reactants needed to synthesize it. (2) Given the product [Cl:14][C:12]1[CH:11]=[N:10][C:5]2[N:6]3[CH:15]=[N:9][N:8]=[C:7]3[C:2]([Cl:1])=[N:3][C:4]=2[CH:13]=1, predict the reactants needed to synthesize it. The reactants are: [Cl:1][C:2]1[N:3]=[C:4]2[CH:13]=[C:12]([Cl:14])[CH:11]=[N:10][C:5]2=[N:6][C:7]=1[NH:8][NH2:9].[CH:15](OC)(OC)OC. (3) The reactants are: [N:1]([C:4]1[N:5]=[C:6]([N:15]2[CH2:20][CH2:19][N:18]([C:21]([C:23]3[CH:28]=[CH:27][C:26]([C:29]4[CH:34]=[CH:33][CH:32]=[CH:31][CH:30]=4)=[CH:25][CH:24]=3)=[O:22])[CH2:17][CH2:16]2)[C:7]2[CH:12]=[C:11]([CH2:13][CH3:14])[S:10][C:8]=2[N:9]=1)=[N+]=[N-].CP(C)C.CO. Given the product [C:26]1([C:29]2[CH:34]=[CH:33][CH:32]=[CH:31][CH:30]=2)[CH:27]=[CH:28][C:23]([C:21]([N:18]2[CH2:17][CH2:16][N:15]([C:6]3[C:7]4[CH:12]=[C:11]([CH2:13][CH3:14])[S:10][C:8]=4[N:9]=[C:4]([NH2:1])[N:5]=3)[CH2:20][CH2:19]2)=[O:22])=[CH:24][CH:25]=1, predict the reactants needed to synthesize it. (4) Given the product [CH3:20][N:18]1[CH:19]=[C:15]([N:14]2[C:5]3[C:4]4[CH:3]=[C:2]([C:29]5[CH:28]=[C:27]6[CH:26]=[CH:25][NH:24][C:32]6=[N:31][CH:30]=5)[CH:11]=[CH:10][C:9]=4[N:8]=[CH:7][C:6]=3[N:12]([CH3:23])[C:13]2=[O:22])[C:16]([CH3:21])=[N:17]1, predict the reactants needed to synthesize it. The reactants are: Br[C:2]1[CH:11]=[CH:10][C:9]2[N:8]=[CH:7][C:6]3[N:12]([CH3:23])[C:13](=[O:22])[N:14]([C:15]4[C:16]([CH3:21])=[N:17][N:18]([CH3:20])[CH:19]=4)[C:5]=3[C:4]=2[CH:3]=1.[NH:24]1[C:32]2[C:27](=[CH:28][C:29](B3OC(C)(C)C(C)(C)O3)=[CH:30][N:31]=2)[CH:26]=[CH:25]1. (5) Given the product [CH3:9][C@@H:8]1[CH2:7][CH2:6][CH2:5][N:4]([C:10]([C:12]2[C:17]([C:18]3[N:23]=[CH:22][CH:21]=[CH:20][N:19]=3)=[CH:16][CH:15]=[C:14]([CH3:24])[N:13]=2)=[O:11])[C@@H:3]1[CH2:2][NH:1][C:26]1[N:27]=[N:28][C:29]([C:32]([F:35])([F:34])[F:33])=[CH:30][CH:31]=1, predict the reactants needed to synthesize it. The reactants are: [NH2:1][CH2:2][C@@H:3]1[C@H:8]([CH3:9])[CH2:7][CH2:6][CH2:5][N:4]1[C:10]([C:12]1[C:17]([C:18]2[N:23]=[CH:22][CH:21]=[CH:20][N:19]=2)=[CH:16][CH:15]=[C:14]([CH3:24])[N:13]=1)=[O:11].Cl[C:26]1[N:27]=[N:28][C:29]([C:32]([F:35])([F:34])[F:33])=[CH:30][CH:31]=1. (6) Given the product [Cl:1][C:2]1[CH:7]=[CH:6][C:5]([C:8]2[C:12]3[CH:13]=[CH:14][C:15]([CH2:17][CH2:18][CH2:19][CH2:20][O:21][S:22]([CH3:25])(=[O:24])=[O:23])=[CH:16][C:11]=3[S:10][N:9]=2)=[CH:4][CH:3]=1, predict the reactants needed to synthesize it. The reactants are: [Cl:1][C:2]1[CH:7]=[CH:6][C:5]([C:8]2[C:12]3[CH:13]=[CH:14][C:15]([C:17]#[C:18][CH2:19][CH2:20][O:21][S:22]([CH3:25])(=[O:24])=[O:23])=[CH:16][C:11]=3[S:10][N:9]=2)=[CH:4][CH:3]=1. (7) Given the product [F:26][C:20]1[C:21]([F:25])=[CH:22][CH:23]=[CH:24][C:19]=1[CH2:18][N:10]1[C:11]2=[N:12][C:13]([CH3:17])=[N:14][CH:15]=[C:16]2[C:8]([C:6]2[N:7]=[C:2]([I:33])[C:3]3[C:29]([CH3:31])([CH3:30])[C:28](=[O:32])[NH:27][C:4]=3[N:5]=2)=[N:9]1, predict the reactants needed to synthesize it. The reactants are: N[C:2]1[C:3]2[C:29]([CH3:31])([CH3:30])[C:28](=[O:32])[NH:27][C:4]=2[N:5]=[C:6]([C:8]2[C:16]3[C:11](=[N:12][C:13]([CH3:17])=[N:14][CH:15]=3)[N:10]([CH2:18][C:19]3[CH:24]=[CH:23][CH:22]=[C:21]([F:25])[C:20]=3[F:26])[N:9]=2)[N:7]=1.[I:33]CI.N(OCCC(C)C)=O.C(N(CC)CC)C. (8) Given the product [CH3:1][C:2]1([CH3:9])[N:6]([Si:11]([CH3:18])([CH3:17])[CH3:10])[C:5](=[O:7])[NH:4][C:3]1=[O:8], predict the reactants needed to synthesize it. The reactants are: [CH3:1][C:2]1([CH3:9])[NH:6][C:5](=[O:7])[NH:4][C:3]1=[O:8].[CH3:10][Si:11]([CH3:18])([CH3:17])N[Si:11]([CH3:18])([CH3:17])[CH3:10].